Dataset: Forward reaction prediction with 1.9M reactions from USPTO patents (1976-2016). Task: Predict the product of the given reaction. (1) Given the reactants C(N(CC)[C:4]1[CH:26]=[CH:25][C:7]([C:8]([C:10]2[CH:24]=[CH:23][CH:22]=[CH:21][C:11]=2C(OCCCCCC)=O)=[O:9])=[C:6]([OH:27])[CH:5]=1)C.CCCCC(COC(C1C=CC=CC=1O)=O)CC.CCCCC(C[O:56][C:57](/[CH:59]=[CH:60]/[C:61]1C=[CH:63][C:64](OC)=[CH:65][CH:66]=1)=O)CC.N1(C(C2C=CC=CC=2C(=O)C2C=CC(N(CC)CC)=CC=2O)=O)CCN(C(C2C=CC=CC=2C(=O)C2C=CC(N(CC)CC)=CC=2O)=O)CC1, predict the reaction product. The product is: [CH3:63][CH2:64][CH2:65][CH2:66][CH2:61][CH2:60][CH2:59][CH2:57][O:56][C:4]1[CH:26]=[CH:25][C:7]([C:8]([C:10]2[CH:11]=[CH:21][CH:22]=[CH:23][CH:24]=2)=[O:9])=[C:6]([OH:27])[CH:5]=1. (2) The product is: [CH3:2][N:3]([CH2:9][C:8]1[CH:11]=[C:12]([OH:14])[CH:13]=[C:6]([F:5])[CH:7]=1)[CH3:4]. Given the reactants Cl.[CH3:2][NH:3][CH3:4].[F:5][C:6]1[CH:7]=[C:8]([CH:11]=[C:12]([OH:14])[CH:13]=1)[CH:9]=O.C(N(CC)CC)C.C(O[BH-](OC(=O)C)OC(=O)C)(=O)C.[Na+], predict the reaction product. (3) Given the reactants [CH3:1][C:2]1[C:6]2[C:7](=[O:20])[N:8]([CH2:12][CH2:13][N:14]3[CH2:19][CH2:18][CH2:17][CH2:16][CH2:15]3)[CH2:9][CH2:10][CH2:11][C:5]=2[NH:4][C:3]=1[CH:21]=O.[Cl:23][C:24]1[CH:25]=[C:26]2[C:30](=[CH:31][CH:32]=1)[NH:29][C:28](=[O:33])[CH2:27]2, predict the reaction product. The product is: [Cl:23][C:24]1[CH:25]=[C:26]2[C:30](=[CH:31][CH:32]=1)[NH:29][C:28](=[O:33])[C:27]2=[CH:21][C:3]1[NH:4][C:5]2[CH2:11][CH2:10][CH2:9][N:8]([CH2:12][CH2:13][N:14]3[CH2:19][CH2:18][CH2:17][CH2:16][CH2:15]3)[C:7](=[O:20])[C:6]=2[C:2]=1[CH3:1]. (4) Given the reactants [Cl:1][C:2]1[CH:9]=[CH:8][CH:7]=[CH:6][C:3]=1[CH:4]=O.[NH2:10][C:11]1[CH:15]=[CH:14][NH:13][N:12]=1.[CH:16]1([C:19](=O)[CH2:20][C:21]([O:23][CH2:24][CH3:25])=[O:22])[CH2:18][CH2:17]1, predict the reaction product. The product is: [Cl:1][C:2]1[CH:9]=[CH:8][CH:7]=[CH:6][C:3]=1[CH:4]1[C:20]([C:21]([O:23][CH2:24][CH3:25])=[O:22])=[C:19]([CH:16]2[CH2:18][CH2:17]2)[NH:10][C:11]2=[N:12][NH:13][CH:14]=[C:15]12. (5) Given the reactants Cl[C:2]1[C:3]2[CH:10]=[CH:9][NH:8][C:4]=2[N:5]=[CH:6][N:7]=1, predict the reaction product. The product is: [N:5]1[C:4]2[NH:8][CH:9]=[CH:10][C:3]=2[CH:2]=[N:7][CH:6]=1. (6) Given the reactants Br[CH2:2][CH2:3][CH2:4][CH2:5][CH2:6][C:7]([O:9][CH2:10][C:11]#[CH:12])=[O:8].[K].[C:14]1(=[O:24])[NH:18][C:17](=[O:19])[C:16]2=[CH:20][CH:21]=[CH:22][CH:23]=[C:15]12.C(Cl)(Cl)Cl.O, predict the reaction product. The product is: [C:14]1(=[O:24])[N:18]([CH2:2][CH2:3][CH2:4][CH2:5][CH2:6][C:7]([O:9][CH2:10][C:11]#[CH:12])=[O:8])[C:17](=[O:19])[C:16]2=[CH:20][CH:21]=[CH:22][CH:23]=[C:15]12. (7) Given the reactants [C-:1]#[N:2].[K+].CS(O[CH2:9][CH2:10][CH2:11][CH:12]([C:25]1[CH:30]=[CH:29][C:28]([Cl:31])=[CH:27][CH:26]=1)[C:13]1[C:21]2[C:16](=[C:17]([CH2:22][S:23][CH3:24])[CH:18]=[CH:19][CH:20]=2)[NH:15][CH:14]=1)(=O)=O, predict the reaction product. The product is: [Cl:31][C:28]1[CH:29]=[CH:30][C:25]([CH:12]([C:13]2[C:21]3[C:16](=[C:17]([CH2:22][S:23][CH3:24])[CH:18]=[CH:19][CH:20]=3)[NH:15][CH:14]=2)[CH2:11][CH2:10][CH2:9][C:1]#[N:2])=[CH:26][CH:27]=1. (8) Given the reactants [Cl:1][C:2]1[N:10]=[CH:9][CH:8]=[CH:7][C:3]=1[C:4]([OH:6])=O.CCN(C(C)C)C(C)C.[CH2:20]([Cl:23])[CH2:21]Cl.C1C=[CH:26][C:27]2N(O)N=[N:30][C:28]=2[CH:29]=1, predict the reaction product. The product is: [Cl:1][C:2]1[C:3]([C:4]([NH:30][C:28]2[CH:29]=[CH:21][C:20]([Cl:23])=[CH:26][CH:27]=2)=[O:6])=[CH:7][CH:8]=[CH:9][N:10]=1. (9) Given the reactants [F-].[Cs+].[F:3][C:4]1[C:9]([C:10]([F:13])([F:12])[F:11])=[CH:8][C:7]([OH:14])=[C:6](I)[CH:5]=1.C([Sn](CCCC)(CCCC)[C:21]1[CH:26]=[CH:25][N:24]=[N:23][CH:22]=1)CCC, predict the reaction product. The product is: [F:3][C:4]1[C:9]([C:10]([F:13])([F:12])[F:11])=[CH:8][C:7]([OH:14])=[C:6]([C:21]2[CH:26]=[CH:25][N:24]=[N:23][CH:22]=2)[CH:5]=1.